From a dataset of Experimentally validated miRNA-target interactions with 360,000+ pairs, plus equal number of negative samples. Binary Classification. Given a miRNA mature sequence and a target amino acid sequence, predict their likelihood of interaction. The miRNA is mmu-miR-466b-3p with sequence AUACAUACACGCACACAUAAGA. Result: 0 (no interaction). The protein sequence of the target gene is MGLGASSEQPAGGEGFHLHGVQENSPAQQAGLEPYFDFIITIGHSRLNKENDTLKALLKANVEKPVKLEVFNMKTMKVREVEVVPSNMWGGQGLLGASVRFCSFRRASEHVWHVLDVEPSSPAALAGLCPYTDYIVGSDQILQESEDFFTLIESHEGKPLKLMVYNSESDSCREVTVTPNAAWGGEGSLGCGIGYGYLHRIPTQPSSQHKKPPGATPPGTPATTSQLTAFPLGAPPPWPIPQDSSGPELGSRQSDFMEALPQVPGSFMEGQLLGPGSPSHGAADCGGCLRAMEIPLQPPP....